From a dataset of Retrosynthesis with 50K atom-mapped reactions and 10 reaction types from USPTO. Predict the reactants needed to synthesize the given product. The reactants are: CC(C)(C)OC(=O)NCCC1CCN(Cc2ccccc2)C1. Given the product CC(C)(C)OC(=O)NCCC1CCNC1, predict the reactants needed to synthesize it.